This data is from Forward reaction prediction with 1.9M reactions from USPTO patents (1976-2016). The task is: Predict the product of the given reaction. Given the reactants [Br:1][C:2]1[CH:3]=[C:4]2[C:8](=[CH:9][CH:10]=1)[NH:7][CH:6]=[C:5]2[CH2:11][C:12]([NH2:14])=[O:13].C[O:16][C:17](=O)[C:18](=O)[C:19]1[CH:20]=[C:21]2[C:26]3=[C:27]([CH2:29][CH2:30][N:25]3[CH2:24][CH2:23][CH2:22]2)[CH:28]=1.CC(C)([O-])C.[K+].N1CCCCC1.C(O)(=O)C, predict the reaction product. The product is: [Br:1][C:2]1[CH:3]=[C:4]2[C:8](=[CH:9][CH:10]=1)[NH:7][CH:6]=[C:5]2[C:11]1[C:12](=[O:13])[NH:14][C:17](=[O:16])[C:18]=1[C:19]1[CH:20]=[C:21]2[C:26]3=[C:27]([CH2:29][CH2:30][N:25]3[CH2:24][CH2:23][CH2:22]2)[CH:28]=1.